This data is from NCI-60 drug combinations with 297,098 pairs across 59 cell lines. The task is: Regression. Given two drug SMILES strings and cell line genomic features, predict the synergy score measuring deviation from expected non-interaction effect. (1) Drug 1: CNC(=O)C1=CC=CC=C1SC2=CC3=C(C=C2)C(=NN3)C=CC4=CC=CC=N4. Drug 2: COC1=NC(=NC2=C1N=CN2C3C(C(C(O3)CO)O)O)N. Cell line: NCIH23. Synergy scores: CSS=-3.15, Synergy_ZIP=2.66, Synergy_Bliss=1.45, Synergy_Loewe=-0.911, Synergy_HSA=-0.0608. (2) Drug 1: C1=CN(C=N1)CC(O)(P(=O)(O)O)P(=O)(O)O. Drug 2: CC1=C(N=C(N=C1N)C(CC(=O)N)NCC(C(=O)N)N)C(=O)NC(C(C2=CN=CN2)OC3C(C(C(C(O3)CO)O)O)OC4C(C(C(C(O4)CO)O)OC(=O)N)O)C(=O)NC(C)C(C(C)C(=O)NC(C(C)O)C(=O)NCCC5=NC(=CS5)C6=NC(=CS6)C(=O)NCCC[S+](C)C)O. Cell line: NCI-H226. Synergy scores: CSS=-4.92, Synergy_ZIP=1.99, Synergy_Bliss=-1.58, Synergy_Loewe=-5.41, Synergy_HSA=-5.89.